This data is from NCI-60 drug combinations with 297,098 pairs across 59 cell lines. The task is: Regression. Given two drug SMILES strings and cell line genomic features, predict the synergy score measuring deviation from expected non-interaction effect. (1) Drug 1: C1=CC(=C2C(=C1NCCNCCO)C(=O)C3=C(C=CC(=C3C2=O)O)O)NCCNCCO. Drug 2: C1C(C(OC1N2C=NC3=C2NC=NCC3O)CO)O. Cell line: HT29. Synergy scores: CSS=22.2, Synergy_ZIP=5.25, Synergy_Bliss=-1.07, Synergy_Loewe=-30.7, Synergy_HSA=-2.65. (2) Drug 1: C1CCC(C1)C(CC#N)N2C=C(C=N2)C3=C4C=CNC4=NC=N3. Drug 2: C1CN(P(=O)(OC1)NCCCl)CCCl. Cell line: ACHN. Synergy scores: CSS=3.71, Synergy_ZIP=-1.59, Synergy_Bliss=1.35, Synergy_Loewe=-1.44, Synergy_HSA=-0.231. (3) Drug 1: CN1CCC(CC1)COC2=C(C=C3C(=C2)N=CN=C3NC4=C(C=C(C=C4)Br)F)OC. Drug 2: C1CCC(C1)C(CC#N)N2C=C(C=N2)C3=C4C=CNC4=NC=N3. Cell line: IGROV1. Synergy scores: CSS=57.4, Synergy_ZIP=2.68, Synergy_Bliss=3.59, Synergy_Loewe=-22.7, Synergy_HSA=5.76. (4) Drug 1: C1=NC2=C(N=C(N=C2N1C3C(C(C(O3)CO)O)F)Cl)N. Drug 2: COC1=C2C(=CC3=C1OC=C3)C=CC(=O)O2. Cell line: UO-31. Synergy scores: CSS=-2.15, Synergy_ZIP=1.81, Synergy_Bliss=5.11, Synergy_Loewe=0.117, Synergy_HSA=2.06. (5) Drug 1: CC1=CC2C(CCC3(C2CCC3(C(=O)C)OC(=O)C)C)C4(C1=CC(=O)CC4)C. Drug 2: CS(=O)(=O)CCNCC1=CC=C(O1)C2=CC3=C(C=C2)N=CN=C3NC4=CC(=C(C=C4)OCC5=CC(=CC=C5)F)Cl. Cell line: NCI-H322M. Synergy scores: CSS=32.9, Synergy_ZIP=4.24, Synergy_Bliss=3.83, Synergy_Loewe=-32.3, Synergy_HSA=0.355. (6) Drug 1: C1CCC(CC1)NC(=O)N(CCCl)N=O. Drug 2: CN(CC1=CN=C2C(=N1)C(=NC(=N2)N)N)C3=CC=C(C=C3)C(=O)NC(CCC(=O)O)C(=O)O. Cell line: SF-539. Synergy scores: CSS=21.6, Synergy_ZIP=-8.65, Synergy_Bliss=-3.72, Synergy_Loewe=-12.6, Synergy_HSA=-2.47. (7) Drug 1: CC1C(C(CC(O1)OC2CC(CC3=C2C(=C4C(=C3O)C(=O)C5=C(C4=O)C(=CC=C5)OC)O)(C(=O)C)O)N)O.Cl. Drug 2: CCCCC(=O)OCC(=O)C1(CC(C2=C(C1)C(=C3C(=C2O)C(=O)C4=C(C3=O)C=CC=C4OC)O)OC5CC(C(C(O5)C)O)NC(=O)C(F)(F)F)O. Cell line: SK-OV-3. Synergy scores: CSS=8.69, Synergy_ZIP=-4.13, Synergy_Bliss=-1.85, Synergy_Loewe=-0.865, Synergy_HSA=-0.994. (8) Drug 1: CC1=CC2C(CCC3(C2CCC3(C(=O)C)OC(=O)C)C)C4(C1=CC(=O)CC4)C. Drug 2: CCC1(CC2CC(C3=C(CCN(C2)C1)C4=CC=CC=C4N3)(C5=C(C=C6C(=C5)C78CCN9C7C(C=CC9)(C(C(C8N6C=O)(C(=O)OC)O)OC(=O)C)CC)OC)C(=O)OC)O.OS(=O)(=O)O. Cell line: TK-10. Synergy scores: CSS=-4.55, Synergy_ZIP=7.30, Synergy_Bliss=10.5, Synergy_Loewe=5.31, Synergy_HSA=5.13. (9) Drug 1: CC1=CC2C(CCC3(C2CCC3(C(=O)C)OC(=O)C)C)C4(C1=CC(=O)CC4)C. Drug 2: C1=CN(C=N1)CC(O)(P(=O)(O)O)P(=O)(O)O. Cell line: NCIH23. Synergy scores: CSS=12.0, Synergy_ZIP=2.87, Synergy_Bliss=7.43, Synergy_Loewe=3.70, Synergy_HSA=4.94.